From a dataset of Catalyst prediction with 721,799 reactions and 888 catalyst types from USPTO. Predict which catalyst facilitates the given reaction. (1) Product: [Cl:7][C:8]1[CH:9]=[C:10]2[C:15](=[CH:16][CH:17]=1)[CH:14]=[C:13]([S:18]([CH2:19][CH:20]([CH2:39][OH:40])[C:21]([N:23]1[CH2:24][CH2:25][CH:26]([N:29]3[CH2:33][C:32]4=[CH:34][N:35]=[C:36]([CH3:37])[N:31]4[C:30]3=[O:38])[CH2:27][CH2:28]1)=[O:22])(=[O:1])=[O:48])[CH:12]=[CH:11]2. The catalyst class is: 5. Reactant: [OH:1]OS([O-])=O.[K+].[Cl:7][C:8]1[CH:9]=[C:10]2[C:15](=[CH:16][CH:17]=1)[CH:14]=[C:13]([S:18][CH2:19][CH:20]([CH2:39][OH:40])[C:21]([N:23]1[CH2:28][CH2:27][CH:26]([N:29]3[CH2:33][C:32]4=[CH:34][N:35]=[C:36]([CH3:37])[N:31]4[C:30]3=[O:38])[CH2:25][CH2:24]1)=[O:22])[CH:12]=[CH:11]2.S([O-])([O-])(=O)=S.[Na+].[Na+].[OH2:48]. (2) Reactant: [F:1][C:2]1[CH:16]=[C:15]([N+:17]([O-])=O)[C:14]([F:20])=[CH:13][C:3]=1[O:4][C:5]1[CH:10]=[CH:9][N:8]=[C:7]([NH2:11])[C:6]=1[I:12].O.O.[Sn](Cl)Cl. Product: [NH2:17][C:15]1[C:14]([F:20])=[CH:13][C:3]([O:4][C:5]2[CH:10]=[CH:9][N:8]=[C:7]([NH2:11])[C:6]=2[I:12])=[C:2]([F:1])[CH:16]=1. The catalyst class is: 14.